This data is from Forward reaction prediction with 1.9M reactions from USPTO patents (1976-2016). The task is: Predict the product of the given reaction. (1) Given the reactants [C:1]([NH:4][C:5]1[CH:10]=[CH:9][CH:8]=[CH:7][C:6]=1OS(C1C=CC(C)=CC=1)(=O)=O)(=[O:3])[CH3:2].[C:22]([C:24]1[CH:29]=[CH:28][CH:27]=[CH:26][CH:25]=1)#[CH:23], predict the reaction product. The product is: [C:24]1([C:22]#[C:23][C:6]2[CH:7]=[CH:8][CH:9]=[CH:10][C:5]=2[NH:4][C:1](=[O:3])[CH3:2])[CH:29]=[CH:28][CH:27]=[CH:26][CH:25]=1. (2) Given the reactants C[O:2][C:3](=[O:43])[C@@H:4]([NH:8][S:9]([C:12]1[CH:17]=[CH:16][C:15]([C:18]2[CH:23]=[CH:22][C:21]([NH:24][C:25]([C:27]3[O:28][C:29]4[CH:36]=[CH:35][CH:34]=[C:33]([C:37]5[CH:42]=[CH:41][CH:40]=[CH:39][CH:38]=5)[C:30]=4[C:31]=3[CH3:32])=[O:26])=[CH:20][CH:19]=2)=[CH:14][CH:13]=1)(=[O:11])=[O:10])[CH:5]([CH3:7])[CH3:6].[Li+].[OH-], predict the reaction product. The product is: [CH3:6][CH:5]([CH3:7])[C@H:4]([NH:8][S:9]([C:12]1[CH:13]=[CH:14][C:15]([C:18]2[CH:19]=[CH:20][C:21]([NH:24][C:25]([C:27]3[O:28][C:29]4[CH:36]=[CH:35][CH:34]=[C:33]([C:37]5[CH:38]=[CH:39][CH:40]=[CH:41][CH:42]=5)[C:30]=4[C:31]=3[CH3:32])=[O:26])=[CH:22][CH:23]=2)=[CH:16][CH:17]=1)(=[O:11])=[O:10])[C:3]([OH:43])=[O:2]. (3) Given the reactants Br[C:2]1[N:7]=[CH:6][C:5]([C:8]2([C:16]#[N:17])[CH2:13][CH2:12][C:11]([F:15])([F:14])[CH2:10][CH2:9]2)=[CH:4][CH:3]=1.C([Sn](CCCC)(CCCC)[C:23]([O:25]CC)=[CH2:24])CCC.Cl.C(=O)([O-])[O-].[K+].[K+].[F-].[K+], predict the reaction product. The product is: [C:23]([C:2]1[N:7]=[CH:6][C:5]([C:8]2([C:16]#[N:17])[CH2:13][CH2:12][C:11]([F:15])([F:14])[CH2:10][CH2:9]2)=[CH:4][CH:3]=1)(=[O:25])[CH3:24]. (4) Given the reactants [C:1]([C:4]1[CH:11]=[CH:10][C:7]([CH:8]=[O:9])=[CH:6][CH:5]=1)([OH:3])=O.C(Cl)CCl.C1C=CC2N(O)N=NC=2C=1.[CH3:26][NH:27][CH2:28][CH2:29][N:30]1[CH2:35][CH2:34][CH:33]([O:36][C:37](=[O:51])[NH:38][C:39]2[CH:44]=[CH:43][CH:42]=[CH:41][C:40]=2[C:45]2[CH:50]=[CH:49][CH:48]=[CH:47][CH:46]=2)[CH2:32][CH2:31]1, predict the reaction product. The product is: [CH:8]([C:7]1[CH:10]=[CH:11][C:4]([C:1]([CH2:26][NH:27][CH2:28][CH2:29][N:30]2[CH2:35][CH2:34][CH:33]([O:36][C:37](=[O:51])[NH:38][C:39]3[CH:44]=[CH:43][CH:42]=[CH:41][C:40]=3[C:45]3[CH:50]=[CH:49][CH:48]=[CH:47][CH:46]=3)[CH2:32][CH2:31]2)=[O:3])=[CH:5][CH:6]=1)=[O:9]. (5) Given the reactants [Br:1][C:2]1[CH:7]=[CH:6][C:5]([NH:8][C:9]([NH:11][CH:12]2[CH2:14][CH2:13]2)=[O:10])=[CH:4][CH:3]=1.C(OC(=O)C)(=O)C.[C:22](O)(=[O:27])[CH2:23][C:24](O)=[O:25], predict the reaction product. The product is: [Br:1][C:2]1[CH:7]=[CH:6][C:5]([N:8]2[C:24](=[O:25])[CH2:23][C:22](=[O:27])[N:11]([CH:12]3[CH2:13][CH2:14]3)[C:9]2=[O:10])=[CH:4][CH:3]=1. (6) Given the reactants C1(S([N:10]2[C:14]3=[N:15][CH:16]=[CH:17][CH:18]=[C:13]3[C:12]([C:19]3[C:28]4[C:23](=[CH:24][N:25]=[CH:26][CH:27]=4)[C:22]([NH2:29])=[N:21][CH:20]=3)=[C:11]2[CH3:30])(=O)=O)C=CC=CC=1.C(=O)([O-])[O-].[Cs+].[Cs+], predict the reaction product. The product is: [CH3:30][C:11]1[NH:10][C:14]2=[N:15][CH:16]=[CH:17][CH:18]=[C:13]2[C:12]=1[C:19]1[C:28]2[C:23](=[CH:24][N:25]=[CH:26][CH:27]=2)[C:22]([NH2:29])=[N:21][CH:20]=1. (7) Given the reactants [CH2:1]([O:3][C:4]1[CH:9]=[CH:8][C:7]([N:10]=[C:11]=[O:12])=[CH:6][CH:5]=1)[CH3:2].[NH2:13][C:14]1[C:22]2[C:17](=[CH:18][C:19]([Cl:29])=[C:20]([C:23]3[CH:28]=[CH:27][CH:26]=[CH:25][CH:24]=3)[CH:21]=2)[N:16](COCC[Si](C)(C)C)[N:15]=1.OP([O-])(O)=O.[K+].CO, predict the reaction product. The product is: [Cl:29][C:19]1[CH:18]=[C:17]2[C:22]([C:14]([NH:13][C:11]([NH:10][C:7]3[CH:8]=[CH:9][C:4]([O:3][CH2:1][CH3:2])=[CH:5][CH:6]=3)=[O:12])=[N:15][NH:16]2)=[CH:21][C:20]=1[C:23]1[CH:28]=[CH:27][CH:26]=[CH:25][CH:24]=1. (8) Given the reactants [CH:1]12[CH2:10][CH:5]3[CH2:6][CH:7]([CH2:9][CH:3]([CH2:4]3)[CH:2]1[NH:11][NH:12][C:13]([O-:15])=[O:14])[CH2:8]2.C(=O)([O-])O.[Na+].[Cl:21][CH2:22][C:23](Cl)=[O:24].O, predict the reaction product. The product is: [Cl:21][CH2:22][C:23]([N:11]([CH:2]1[CH:3]2[CH2:4][CH:5]3[CH2:6][CH:7]([CH2:8][CH:1]1[CH2:10]3)[CH2:9]2)[NH:12][C:13]([O:15][CH2:10][C:1]1[CH:8]=[CH:7][CH:9]=[CH:3][CH:2]=1)=[O:14])=[O:24].